This data is from Reaction yield outcomes from USPTO patents with 853,638 reactions. The task is: Predict the reaction yield, written as a fraction of the theoretical maximum amount of product (1.0 means a 100% yield; for example, 0.34 means a 34% yield). (1) The reactants are Cl[C:2]1[N:7]=[C:6]([NH:8][CH:9]2[CH2:17][CH:16]3[N:12]([CH2:13][CH2:14][CH2:15]3)[C:11]([CH3:19])([CH3:18])[CH2:10]2)[C:5]([F:20])=[CH:4][N:3]=1.[NH2:21][C:22]1[CH:23]=[CH:24][C:25]([O:30][CH:31]2[CH2:36][CH2:35][O:34][CH2:33][CH2:32]2)=[C:26]([CH:29]=1)[C:27]#[N:28]. The catalyst is CC(O)C. The product is [NH3:3].[CH3:25][OH:30].[F:20][C:5]1[C:6]([NH:8][CH:9]2[CH2:17][CH:16]3[N:12]([CH2:13][CH2:14][CH2:15]3)[C:11]([CH3:19])([CH3:18])[CH2:10]2)=[N:7][C:2]([NH:21][C:22]2[CH:23]=[CH:24][C:25]([O:30][CH:31]3[CH2:36][CH2:35][O:34][CH2:33][CH2:32]3)=[C:26]([CH:29]=2)[C:27]#[N:28])=[N:3][CH:4]=1. The yield is 0.0100. (2) The reactants are CC1(C)[O:6][C@H:5]([CH2:7][N:8]2[CH:12]=[CH:11][C:10]([NH:13][C:14](=[O:40])[CH:15]([N:26]3[CH2:30][C:29]([O:31][C:32]4[CH:37]=[CH:36][CH:35]=[CH:34][C:33]=4[Cl:38])=[CH:28][C:27]3=[O:39])[CH2:16][CH:17]([C:22]([F:25])([F:24])[F:23])[C:18]([F:21])([F:20])[F:19])=[N:9]2)[CH2:4][O:3]1.O.C1(C)C=CC(S(O)(=O)=O)=CC=1. The catalyst is CO. The product is [OH:6][C@@H:5]([CH2:4][OH:3])[CH2:7][N:8]1[CH:12]=[CH:11][C:10]([NH:13][C:14](=[O:40])[CH:15]([N:26]2[CH2:30][C:29]([O:31][C:32]3[CH:37]=[CH:36][CH:35]=[CH:34][C:33]=3[Cl:38])=[CH:28][C:27]2=[O:39])[CH2:16][CH:17]([C:22]([F:23])([F:25])[F:24])[C:18]([F:20])([F:19])[F:21])=[N:9]1. The yield is 0.840. (3) The reactants are [CH:1]1([C:4]2[CH:5]=[C:6]([N+:13]([O-])=O)[CH:7]=[C:8]3[C:12]=2[NH:11][CH:10]=[CH:9]3)[CH2:3][CH2:2]1. The catalyst is [Pd].C(O)C. The product is [CH:1]1([C:4]2[CH:5]=[C:6]([NH2:13])[CH:7]=[C:8]3[C:12]=2[NH:11][CH:10]=[CH:9]3)[CH2:3][CH2:2]1. The yield is 0.930. (4) The reactants are C(OC(=O)C)(=O)C.[CH:8]([OH:10])=O.[Br:11][C:12]1[CH:13]=[C:14]([N+:21]([O-:23])=[O:22])[C:15]([NH2:20])=[N:16][C:17]=1[O:18][CH3:19]. No catalyst specified. The product is [Br:11][C:12]1[CH:13]=[C:14]([N+:21]([O-:23])=[O:22])[C:15]([NH:20][CH:8]=[O:10])=[N:16][C:17]=1[O:18][CH3:19]. The yield is 0.940. (5) The reactants are [Cl:1][C:2]1[CH:7]=[CH:6][C:5](B(O)O)=[CH:4][C:3]=1[CH3:11].[Cl:12][C:13]1[N:18]=[C:17](Cl)[N:16]=[C:15]([O:20][CH3:21])[N:14]=1.C(=O)([O-])[O-].[Na+].[Na+].O. The catalyst is C1(C)C=CC=CC=1.C1C=CC([P]([Pd]([P](C2C=CC=CC=2)(C2C=CC=CC=2)C2C=CC=CC=2)([P](C2C=CC=CC=2)(C2C=CC=CC=2)C2C=CC=CC=2)[P](C2C=CC=CC=2)(C2C=CC=CC=2)C2C=CC=CC=2)(C2C=CC=CC=2)C2C=CC=CC=2)=CC=1.C(OCC)(=O)C. The product is [Cl:12][C:13]1[N:18]=[C:17]([C:5]2[CH:6]=[CH:7][C:2]([Cl:1])=[C:3]([CH3:11])[CH:4]=2)[N:16]=[C:15]([O:20][CH3:21])[N:14]=1. The yield is 0.480. (6) The reactants are Cl[C:2]1[C:7]([CH:8]([CH3:10])[CH3:9])=[C:6]([O:11][CH2:12][C:13]2[CH:18]=[CH:17][C:16]([O:19][CH3:20])=[CH:15][CH:14]=2)[N:5]=[C:4]([O:21][CH2:22][C:23]2[CH:28]=[CH:27][C:26]([O:29][CH3:30])=[CH:25][CH:24]=2)[N:3]=1.[C:31]([SiH2:35][O:36][C:37]([CH3:48])([CH3:47])[C:38]1[CH:39]=[C:40]([CH2:44][C:45]#[N:46])[CH:41]=[CH:42][CH:43]=1)([CH3:34])([CH3:33])[CH3:32].[H-].[Na+]. The catalyst is CN(C=O)C. The product is [C:31]([SiH2:35][O:36][C:37]([CH3:48])([CH3:47])[C:38]1[CH:39]=[C:40]([CH:44]([C:2]2[C:7]([CH:8]([CH3:10])[CH3:9])=[C:6]([O:11][CH2:12][C:13]3[CH:18]=[CH:17][C:16]([O:19][CH3:20])=[CH:15][CH:14]=3)[N:5]=[C:4]([O:21][CH2:22][C:23]3[CH:28]=[CH:27][C:26]([O:29][CH3:30])=[CH:25][CH:24]=3)[N:3]=2)[C:45]#[N:46])[CH:41]=[CH:42][CH:43]=1)([CH3:34])([CH3:33])[CH3:32]. The yield is 0.650.